This data is from Full USPTO retrosynthesis dataset with 1.9M reactions from patents (1976-2016). The task is: Predict the reactants needed to synthesize the given product. (1) Given the product [Cl:25][C:14]1[CH:15]=[CH:16][C:17]([CH2:19][O:20][C:21](=[O:24])[NH:22][CH3:23])=[CH:18][C:13]=1[CH2:12][NH:8][CH:9]1[CH2:11][CH2:10]1, predict the reactants needed to synthesize it. The reactants are: Cl.C(OC(=O)[N:8]([CH2:12][C:13]1[CH:18]=[C:17]([CH2:19][O:20][C:21](=[O:24])[NH:22][CH3:23])[CH:16]=[CH:15][C:14]=1[Cl:25])[CH:9]1[CH2:11][CH2:10]1)(C)(C)C. (2) Given the product [C:1]([C:3]1[N:4]=[CH:5][C:6]([NH:9][C:10]2[CH:19]=[C:18]([NH:20][CH:21]3[CH2:26][CH2:25][N:24]([CH3:27])[CH2:23][CH2:22]3)[C:13]([C:14]([OH:16])=[O:15])=[CH:12][N:11]=2)=[N:7][CH:8]=1)#[N:2], predict the reactants needed to synthesize it. The reactants are: [C:1]([C:3]1[N:4]=[CH:5][C:6]([NH:9][C:10]2[CH:19]=[C:18]([NH:20][CH:21]3[CH2:26][CH2:25][N:24]([CH3:27])[CH2:23][CH2:22]3)[C:13]([C:14]([O:16]C)=[O:15])=[CH:12][N:11]=2)=[N:7][CH:8]=1)#[N:2].[I-].[Li+].